From a dataset of Catalyst prediction with 721,799 reactions and 888 catalyst types from USPTO. Predict which catalyst facilitates the given reaction. (1) Reactant: C(=O)(O)[O-].[Na+].Cl.[NH2:7][C@@H:8]1[CH2:12][N:11]([C:13]([O:15][C:16]([CH3:19])([CH3:18])[CH3:17])=[O:14])[C@H:10]([C:20]([O:22][CH3:23])=[O:21])[CH2:9]1.NC1CNC(C(OC)=O)C1.[C:34](Cl)(=[O:41])[C:35]1[CH:40]=[CH:39][CH:38]=[CH:37][CH:36]=1. Product: [C:34]([NH:7][C@@H:8]1[CH2:12][N:11]([C:13]([O:15][C:16]([CH3:17])([CH3:18])[CH3:19])=[O:14])[C@H:10]([C:20]([O:22][CH3:23])=[O:21])[CH2:9]1)(=[O:41])[C:35]1[CH:40]=[CH:39][CH:38]=[CH:37][CH:36]=1. The catalyst class is: 161. (2) The catalyst class is: 12. Reactant: [NH2:1][C@H:2]([CH2:11][C:12]1[CH:17]=[CH:16][C:15]([C:18]2[CH:23]=[CH:22][CH:21]=[CH:20][CH:19]=2)=[CH:14][CH:13]=1)[CH2:3][C@:4]([CH2:9][OH:10])([CH3:8])[C:5]([OH:7])=[O:6].[CH3:24][CH2:25]O.Cl. Product: [CH2:24]([O:6][C:5](=[O:7])[C@@:4]([CH2:9][OH:10])([CH3:8])[CH2:3][C@H:2]([NH2:1])[CH2:11][C:12]1[CH:13]=[CH:14][C:15]([C:18]2[CH:23]=[CH:22][CH:21]=[CH:20][CH:19]=2)=[CH:16][CH:17]=1)[CH3:25]. (3) Reactant: [OH:1][N:2]=[C:3]([C:5]1[CH:13]=[CH:12][C:11]2[N:10]3[CH2:14][CH2:15][CH:16]([CH2:17][C:18]([O:20][C:21]([CH3:24])([CH3:23])[CH3:22])=[O:19])[C:9]3=[CH:8][C:7]=2[CH:6]=1)[NH2:4].[C:25]([C:27]1[CH:28]=[C:29]([CH:33]=[CH:34][C:35]=1[O:36][C:37]([F:40])([F:39])[F:38])[C:30](Cl)=O)#[N:26].C(N(CC)CC)C. The catalyst class is: 12. Product: [C:25]([C:27]1[CH:28]=[C:29]([C:30]2[O:1][N:2]=[C:3]([C:5]3[CH:13]=[CH:12][C:11]4[N:10]5[CH2:14][CH2:15][CH:16]([CH2:17][C:18]([O:20][C:21]([CH3:24])([CH3:23])[CH3:22])=[O:19])[C:9]5=[CH:8][C:7]=4[CH:6]=3)[N:4]=2)[CH:33]=[CH:34][C:35]=1[O:36][C:37]([F:38])([F:39])[F:40])#[N:26]. (4) Reactant: [NH2:1][C@H:2]([CH2:4]O)[CH3:3].C(N(CC)CC)C.[CH3:13][O:14][P:15](Cl)([O:17][CH3:18])=[O:16].C(Cl)Cl.CO.[NH4+].[OH-].C(Cl)(Cl)Cl.CO.[NH4+].[OH-].[O-][Mn](=O)(=O)=O.[K+].CS(Cl)(=O)=O.[OH-].[K+]. Product: [CH3:13][O:14][P:15]([N@:1]1[CH2:4][C@@H:2]1[CH3:3])(=[O:16])[O:17][CH3:18]. The catalyst class is: 4. (5) Reactant: [CH:1]1([NH2:8])[CH2:6][CH2:5][CH:4]([NH2:7])[CH2:3][CH2:2]1.[C:9](#[N:12])[CH:10]=[CH2:11]. Product: [C:9]([CH2:10][CH2:11][NH:7][CH:4]1[CH2:5][CH2:6][CH:1]([NH:8][CH2:2][CH2:3][C:4]#[N:7])[CH2:2][CH2:3]1)#[N:12]. The catalyst class is: 8.